Dataset: Forward reaction prediction with 1.9M reactions from USPTO patents (1976-2016). Task: Predict the product of the given reaction. (1) Given the reactants [CH2:1]([O:3][C:4](=[O:9])[CH:5]([NH2:8])[C:6]#[N:7])[CH3:2].CN(C1C=CC=CN=1)C.C1(N=C=NC2CCCCC2)CCCCC1.[CH3:34][O:35][CH2:36][CH2:37][C:38](O)=[O:39], predict the reaction product. The product is: [CH2:1]([O:3][C:4](=[O:9])[CH:5]([C:6]#[N:7])[NH:8][C:38](=[O:39])[CH2:37][CH2:36][O:35][CH3:34])[CH3:2]. (2) Given the reactants [CH3:1][N:2]1[CH2:7][CH2:6][N:5]([C:8]2[CH:9]=[C:10]([C:21]3[CH:25]=[N:24][NH:23][C:22]=3[NH2:26])[CH:11]=[C:12]([N:14]3[CH2:19][CH2:18][N:17]([CH3:20])[CH2:16][CH2:15]3)[CH:13]=2)[CH2:4][CH2:3]1.C[N:28](C)/[CH:29]=[C:30](/[C:33]1[CH:38]=[CH:37][C:36]([N+:39]([O-:41])=[O:40])=[CH:35][CH:34]=1)\[C:31]#N.C(O)(=O)C.[OH-].[Na+], predict the reaction product. The product is: [CH3:1][N:2]1[CH2:3][CH2:4][N:5]([C:8]2[CH:9]=[C:10]([C:21]3[CH:25]=[N:24][N:23]4[C:29]([NH2:28])=[C:30]([C:33]5[CH:38]=[CH:37][C:36]([N+:39]([O-:41])=[O:40])=[CH:35][CH:34]=5)[CH:31]=[N:26][C:22]=34)[CH:11]=[C:12]([N:14]3[CH2:19][CH2:18][N:17]([CH3:20])[CH2:16][CH2:15]3)[CH:13]=2)[CH2:6][CH2:7]1. (3) Given the reactants Cl.[Cl:2][C:3]1[CH:4]=[C:5]2[C:9](=[CH:10][CH:11]=1)[NH:8][C:7]([C:12]([NH:14][C@@H:15]1[CH2:19][CH2:18][CH2:17][C@H:16]1[NH:20][C:21]([C:23]1[S:24][C:25]3[CH2:26][NH:27][CH2:28][CH2:29][C:30]=3[N:31]=1)=[O:22])=[O:13])=[CH:6]2.[CH2:32](N(CC)CC)[CH3:33].C(I)C, predict the reaction product. The product is: [ClH:2].[Cl:2][C:3]1[CH:4]=[C:5]2[C:9](=[CH:10][CH:11]=1)[NH:8][C:7]([C:12]([NH:14][C@@H:15]1[CH2:19][CH2:18][CH2:17][C@H:16]1[NH:20][C:21]([C:23]1[S:24][C:25]3[CH2:26][N:27]([CH2:32][CH3:33])[CH2:28][CH2:29][C:30]=3[N:31]=1)=[O:22])=[O:13])=[CH:6]2. (4) The product is: [Br:8][C:6]1[N:7]=[C:2]([N:25]2[C:26]3[C:22](=[CH:21][C:20]([O:27][CH3:28])=[CH:19][C:18]=3[Br:17])[CH2:23][CH2:24]2)[C:3](=[O:15])[N:4]([C@@H:9]([CH2:12][O:13][CH3:14])[CH2:10][CH3:11])[CH:5]=1. Given the reactants Br[C:2]1[C:3](=[O:15])[N:4]([C@@H:9]([CH2:12][O:13][CH3:14])[CH2:10][CH3:11])[CH:5]=[C:6]([Br:8])[N:7]=1.Cl.[Br:17][C:18]1[CH:19]=[C:20]([O:27][CH3:28])[CH:21]=[C:22]2[C:26]=1[NH:25][CH2:24][CH2:23]2, predict the reaction product. (5) Given the reactants [F:1][C:2]([F:19])([C:8]1[CH:13]=[CH:12][C:11]([O:14][CH:15]([CH3:17])[CH3:16])=[C:10]([F:18])[CH:9]=1)[C:3]([O:5]CC)=[O:4].O.[OH-].[Li+], predict the reaction product. The product is: [F:19][C:2]([F:1])([C:8]1[CH:13]=[CH:12][C:11]([O:14][CH:15]([CH3:17])[CH3:16])=[C:10]([F:18])[CH:9]=1)[C:3]([OH:5])=[O:4]. (6) Given the reactants [OH-:1].[Na+:2].C[O:4][C:5](=[O:13])[C:6]([F:12])([F:11])[S:7](F)(=[O:9])=[O:8], predict the reaction product. The product is: [C:5]([C:6]([F:12])([F:11])[S:7]([O-:1])(=[O:9])=[O:8])([OH:4])=[O:13].[Na+:2]. (7) Given the reactants [Cl:1][C:2]1[CH:3]=[CH:4][C:5]2[N:11]3[C:12]([CH:15]=[O:16])=[CH:13][CH:14]=[C:10]3[C@@H:9]([CH2:17][CH2:18][C:19]([O:21][CH3:22])=[O:20])[O:8][C@H:7]([C:23]3[CH:28]=[CH:27][CH:26]=[C:25]([O:29][CH3:30])[C:24]=3[O:31][CH3:32])[C:6]=2[CH:33]=1.[BH4-].[Na+].C(O)(=O)CC(CC(O)=O)(C(O)=O)O, predict the reaction product. The product is: [Cl:1][C:2]1[CH:3]=[CH:4][C:5]2[N:11]3[C:12]([CH2:15][OH:16])=[CH:13][CH:14]=[C:10]3[C@@H:9]([CH2:17][CH2:18][C:19]([O:21][CH3:22])=[O:20])[O:8][C@H:7]([C:23]3[CH:28]=[CH:27][CH:26]=[C:25]([O:29][CH3:30])[C:24]=3[O:31][CH3:32])[C:6]=2[CH:33]=1. (8) Given the reactants C(N(C(C)C)CC)(C)C.[F:10][C:11]1[CH:12]=[C:13]([CH:15]=[C:16]([F:18])[CH:17]=1)[NH2:14].[O:19]=[C:20]1[C:24]([C:25]2[CH:30]=[CH:29][C:28]([C:31]([F:34])([F:33])[F:32])=[CH:27][CH:26]=2)=[N:23][C:22]2([CH2:38][CH2:37][CH2:36][CH2:35]2)[N:21]1[CH2:39][C:40](O)=[O:41].CN(C(ON1N=NC2C=CC=NC1=2)=[N+](C)C)C.F[P-](F)(F)(F)(F)F, predict the reaction product. The product is: [F:10][C:11]1[CH:12]=[C:13]([NH:14][C:40](=[O:41])[CH2:39][N:21]2[C:22]3([CH2:35][CH2:36][CH2:37][CH2:38]3)[N:23]=[C:24]([C:25]3[CH:30]=[CH:29][C:28]([C:31]([F:32])([F:33])[F:34])=[CH:27][CH:26]=3)[C:20]2=[O:19])[CH:15]=[C:16]([F:18])[CH:17]=1. (9) Given the reactants [C:1]([O:5][C:6]([N:8]1[C:16]2[C:11](=[CH:12][C:13]([O:17][CH3:18])=[CH:14][CH:15]=2)[C:10](C=CC(OC)=O)=[N:9]1)=[O:7])([CH3:4])([CH3:3])[CH3:2].[O:25]1CCC[CH2:26]1, predict the reaction product. The product is: [C:1]([O:5][C:6]([N:8]1[C:16]2[C:11](=[CH:12][C:13]([O:17][CH3:18])=[CH:14][CH:15]=2)[C:10]([CH:26]=[O:25])=[N:9]1)=[O:7])([CH3:3])([CH3:2])[CH3:4]. (10) The product is: [CH3:55][C:54]1([CH3:56])[C:57]2[C:62](=[CH:61][CH:60]=[CH:59][CH:58]=2)[CH:46]([C:47]([O:49][C:50]([CH3:53])([CH3:52])[CH3:51])=[O:48])[N:45]1[C:43]([O:42][CH2:35][C:36]1[CH:41]=[CH:40][CH:39]=[CH:38][CH:37]=1)=[O:44]. Given the reactants CN(C1C(C2C(P(C3C=CC=CC=3)C3C=CC=CC=3)=CC=CC=2)=CC=CC=1)C.[Li].[O-]CCCC.[CH2:35]([O:42][C:43]([N:45]([C:54]([C:57]1[CH:62]=[CH:61][CH:60]=[CH:59][C:58]=1Br)([CH3:56])[CH3:55])[CH2:46][C:47]([O:49][C:50]([CH3:53])([CH3:52])[CH3:51])=[O:48])=[O:44])[C:36]1[CH:41]=[CH:40][CH:39]=[CH:38][CH:37]=1, predict the reaction product.